This data is from Forward reaction prediction with 1.9M reactions from USPTO patents (1976-2016). The task is: Predict the product of the given reaction. (1) Given the reactants Cl[C:2]1[CH:3]=[CH:4][C:5]2[CH2:11][CH2:10][NH:9][CH2:8][CH2:7][C:6]=2[N:12]=1.C(N(CC)CC)C.[H][H], predict the reaction product. The product is: [N:12]1[C:6]2[CH2:7][CH2:8][NH:9][CH2:10][CH2:11][C:5]=2[CH:4]=[CH:3][CH:2]=1. (2) Given the reactants [CH3:1][C@@H:2]1[CH2:7][CH2:6][CH2:5][NH:4][C@@H:3]1[CH2:8][N:9]1[C:17](=[O:18])[C:16]2[C:11](=[CH:12][CH:13]=[CH:14][CH:15]=2)[C:10]1=[O:19].[F:20][C:21]1[C:29]([F:30])=[CH:28][C:24]([C:25](O)=[O:26])=[C:23]([I:31])[CH:22]=1.C(N(C(C)C)CC)(C)C.CN(C(ON1N=NC2C=CC=NC1=2)=[N+](C)C)C.F[P-](F)(F)(F)(F)F, predict the reaction product. The product is: [F:20][C:21]1[C:29]([F:30])=[CH:28][C:24]([C:25]([N:4]2[CH2:5][CH2:6][CH2:7][C@@H:2]([CH3:1])[C@H:3]2[CH2:8][N:9]2[C:17](=[O:18])[C:16]3[C:11](=[CH:12][CH:13]=[CH:14][CH:15]=3)[C:10]2=[O:19])=[O:26])=[C:23]([I:31])[CH:22]=1. (3) Given the reactants Cl[S:2]([N:5]=[C:6]=[O:7])(=[O:4])=[O:3].[C:8]([OH:12])([CH3:11])([CH3:10])[CH3:9].[N:13]1C=CC=CC=1.[OH-].[NH4+], predict the reaction product. The product is: [C:8]([O:12][C:6]([NH:5][S:2]([NH2:13])(=[O:4])=[O:3])=[O:7])([CH3:11])([CH3:10])[CH3:9].